Predict which catalyst facilitates the given reaction. From a dataset of Catalyst prediction with 721,799 reactions and 888 catalyst types from USPTO. (1) Reactant: [C:1]([N:4]1[CH2:9][CH2:8][CH:7]([N:10]([CH3:38])[C:11](=[O:37])[CH2:12][N:13]([C:24]2[CH:29]=[C:28]([C:30]3[N:34]=[C:33]([CH3:35])[O:32][N:31]=3)[CH:27]=[CH:26][C:25]=2[CH3:36])[CH2:14][C:15]([NH:17][CH2:18][CH2:19][NH:20][CH:21]([CH3:23])[CH3:22])=[O:16])[CH2:6][CH2:5]1)(=[O:3])[CH3:2].[ClH:39].C(OCC)(=O)C.C(OCC)C. Product: [ClH:39].[C:1]([N:4]1[CH2:5][CH2:6][CH:7]([N:10]([CH3:38])[C:11](=[O:37])[CH2:12][N:13]([C:24]2[CH:29]=[C:28]([C:30]3[N:34]=[C:33]([CH3:35])[O:32][N:31]=3)[CH:27]=[CH:26][C:25]=2[CH3:36])[CH2:14][C:15]([NH:17][CH2:18][CH2:19][NH:20][CH:21]([CH3:23])[CH3:22])=[O:16])[CH2:8][CH2:9]1)(=[O:3])[CH3:2]. The catalyst class is: 13. (2) Reactant: Cl[C:2]1[N:7]=[CH:6][N:5]=[C:4]2[NH:8][N:9]=[CH:10][C:3]=12.[NH2:11][C:12]1[CH:13]=[C:14]([NH:19][C:20](=[O:31])[C:21]2[CH:26]=[CH:25][CH:24]=[C:23]([C:27]([F:30])([F:29])[F:28])[CH:22]=2)[CH:15]=[CH:16][C:17]=1[Cl:18]. Product: [Cl:18][C:17]1[CH:16]=[CH:15][C:14]([NH:19][C:20](=[O:31])[C:21]2[CH:26]=[CH:25][CH:24]=[C:23]([C:27]([F:30])([F:28])[F:29])[CH:22]=2)=[CH:13][C:12]=1[NH:11][C:2]1[N:7]=[CH:6][N:5]=[C:4]2[NH:8][N:9]=[CH:10][C:3]=12. The catalyst class is: 107.